Dataset: Full USPTO retrosynthesis dataset with 1.9M reactions from patents (1976-2016). Task: Predict the reactants needed to synthesize the given product. (1) Given the product [CH3:1][N:2]1[CH:6]=[C:5]([N:7]=[N:8][CH:13]([C:14](=[O:15])[CH3:16])[C:12]([O:18][C:19]([CH3:22])([CH3:21])[CH3:20])=[O:17])[CH:4]=[N:3]1, predict the reactants needed to synthesize it. The reactants are: [CH3:1][N:2]1[CH:6]=[C:5]([NH2:7])[CH:4]=[N:3]1.[N:8]([O-])=O.[Na+].[C:12]([O:18][C:19]([CH3:22])([CH3:21])[CH3:20])(=[O:17])[CH2:13][C:14]([CH3:16])=[O:15].C([O-])(=O)C.[Na+].C([O-])(O)=O.[Na+]. (2) Given the product [CH:4]([C:7]1[N:8]=[N:9][S:10][C:11]=1[C:12]1[CH:13]=[C:14]([CH:18]=[C:19]([C:21]2[CH:26]=[CH:25][C:24]([CH3:27])=[CH:23][N:22]=2)[CH:20]=1)[C:15]([NH:36][CH2:35][C:32]1[CH:31]=[N:30][C:29]([CH3:28])=[CH:34][N:33]=1)=[O:16])([CH3:6])[CH3:5], predict the reactants needed to synthesize it. The reactants are: N=C=N.[CH:4]([C:7]1[N:8]=[N:9][S:10][C:11]=1[C:12]1[CH:13]=[C:14]([CH:18]=[C:19]([C:21]2[CH:26]=[CH:25][C:24]([CH3:27])=[CH:23][N:22]=2)[CH:20]=1)[C:15](O)=[O:16])([CH3:6])[CH3:5].[CH3:28][C:29]1[N:30]=[CH:31][C:32]([CH2:35][NH2:36])=[N:33][CH:34]=1.CCN=C=NCCCN(C)C.C1C=CC2N(O)N=NC=2C=1. (3) Given the product [N+:1]([C:4]1[CH:5]=[C:6]2[C:10](=[CH:11][CH:12]=1)[N:9]([CH2:22][CH2:21][C:20]#[N:23])[NH:8][C:7]2=[O:13])([O-:3])=[O:2], predict the reactants needed to synthesize it. The reactants are: [N+:1]([C:4]1[CH:5]=[C:6]2[C:10](=[CH:11][CH:12]=1)[NH:9][NH:8][C:7]2=[O:13])([O-:3])=[O:2].C([O-])([O-])=O.[K+].[K+].[C:20](#[N:23])[CH:21]=[CH2:22]. (4) Given the product [N:24]([CH2:15][C@:2]1([F:1])[CH2:7][CH2:6][CH2:5][N:4]([C:8]([O:10][C:11]([CH3:14])([CH3:13])[CH3:12])=[O:9])[CH2:3]1)=[N+:25]=[N-:26], predict the reactants needed to synthesize it. The reactants are: [F:1][C@@:2]1([CH2:15]OS(C(F)(F)F)(=O)=O)[CH2:7][CH2:6][CH2:5][N:4]([C:8]([O:10][C:11]([CH3:14])([CH3:13])[CH3:12])=[O:9])[CH2:3]1.[N-:24]=[N+:25]=[N-:26].[Na+].CC(OC)(C)C.O. (5) Given the product [Cl:33][C:29]1[CH:28]=[C:27]([C@@H:25]([OH:26])[CH2:24][NH:23][CH2:22][CH2:21][NH:20][C:16]2[CH:15]=[C:14]([C:10]3[CH:11]=[CH:12][CH:13]=[C:8]([C:6]([OH:7])=[O:5])[CH:9]=3)[CH:19]=[CH:18][CH:17]=2)[CH:32]=[CH:31][CH:30]=1, predict the reactants needed to synthesize it. The reactants are: O.[OH-].[Li+].C[O:5][C:6]([C:8]1[CH:9]=[C:10]([C:14]2[CH:19]=[CH:18][CH:17]=[C:16]([NH:20][CH2:21][CH2:22][NH:23][CH2:24][C@@H:25]([C:27]3[CH:32]=[CH:31][CH:30]=[C:29]([Cl:33])[CH:28]=3)[OH:26])[CH:15]=2)[CH:11]=[CH:12][CH:13]=1)=[O:7].Cl. (6) The reactants are: Br[C:2]1[CH:7]=[CH:6][CH:5]=[CH:4][C:3]=1[N+:8]([O-:10])=[O:9].[CH3:11][Si:12]([C:15]#[CH:16])([CH3:14])[CH3:13].O. Given the product [CH3:11][Si:12]([CH3:14])([CH3:13])[C:15]#[C:16][C:2]1[CH:7]=[CH:6][CH:5]=[CH:4][C:3]=1[N+:8]([O-:10])=[O:9], predict the reactants needed to synthesize it. (7) Given the product [CH3:17][C:16]1[CH:15]=[C:14]([CH3:18])[NH:13][C:12](=[O:19])[C:11]=1[CH2:10][NH:9][C:7](=[O:8])[C:6]1[CH:20]=[C:2]([C:36]2[CH:37]=[N:38][C:33]([CH:31]=[O:32])=[CH:34][CH:35]=2)[CH:3]=[C:4]([N:22]([CH2:29][CH3:30])[CH:23]2[CH2:28][CH2:27][O:26][CH2:25][CH2:24]2)[C:5]=1[CH3:21], predict the reactants needed to synthesize it. The reactants are: Br[C:2]1[CH:3]=[C:4]([N:22]([CH2:29][CH3:30])[CH:23]2[CH2:28][CH2:27][O:26][CH2:25][CH2:24]2)[C:5]([CH3:21])=[C:6]([CH:20]=1)[C:7]([NH:9][CH2:10][C:11]1[C:12](=[O:19])[NH:13][C:14]([CH3:18])=[CH:15][C:16]=1[CH3:17])=[O:8].[CH:31]([C:33]1[N:38]=[CH:37][C:36](B(O)O)=[CH:35][CH:34]=1)=[O:32].C([O-])([O-])=O.[Na+].[Na+]. (8) Given the product [ClH:1].[NH2:19][C:18]1[N:2]([C:4]2[CH:5]=[CH:6][C:7]([CH2:10][C:11]([OH:13])=[O:12])=[CH:8][CH:9]=2)[N:3]=[C:16]([C:15]([CH3:22])([CH3:21])[CH3:14])[CH:17]=1, predict the reactants needed to synthesize it. The reactants are: [ClH:1].[NH:2]([C:4]1[CH:9]=[CH:8][C:7]([CH2:10][C:11]([OH:13])=[O:12])=[CH:6][CH:5]=1)[NH2:3].[CH3:14][C:15]([CH3:22])([CH3:21])[C:16](=O)[CH2:17][C:18]#[N:19].Cl.